From a dataset of Forward reaction prediction with 1.9M reactions from USPTO patents (1976-2016). Predict the product of the given reaction. Given the reactants [N+:1]([C:4]1[CH:5]=[C:6]([C:10]2[O:14][C:13]([C:15]([O:17][CH3:18])=[O:16])=[CH:12][CH:11]=2)[CH:7]=[CH:8][CH:9]=1)([O-])=O, predict the reaction product. The product is: [NH2:1][C:4]1[CH:5]=[C:6]([C:10]2[O:14][C:13]([C:15]([O:17][CH3:18])=[O:16])=[CH:12][CH:11]=2)[CH:7]=[CH:8][CH:9]=1.